From a dataset of Forward reaction prediction with 1.9M reactions from USPTO patents (1976-2016). Predict the product of the given reaction. (1) Given the reactants [NH2:1][C:2]1[C:7]2=[C:8]([C:19]3[CH:24]=[CH:23][C:22]([NH:25][C:26]4[NH:35][C:29]5=[N:30][C:31](Cl)=[CH:32][CH:33]=[C:28]5[N:27]=4)=[CH:21][CH:20]=3)[C:9]([C:11]([NH:13][CH2:14][C:15]([F:18])([F:17])[F:16])=[O:12])=[CH:10][N:6]2[N:5]=[CH:4][N:3]=1.B(O)(O)[C:37]1[CH:38]=[CH:39][C:40]([CH3:43])=[CH:41][CH:42]=1.C(=O)([O-])[O-].[K+].[K+], predict the reaction product. The product is: [NH2:1][C:2]1[C:7]2=[C:8]([C:19]3[CH:24]=[CH:23][C:22]([NH:25][C:26]4[NH:35][C:29]5=[N:30][C:31]([C:37]6[CH:42]=[CH:41][C:40]([CH3:43])=[CH:39][CH:38]=6)=[CH:32][CH:33]=[C:28]5[N:27]=4)=[CH:21][CH:20]=3)[C:9]([C:11]([NH:13][CH2:14][C:15]([F:18])([F:17])[F:16])=[O:12])=[CH:10][N:6]2[N:5]=[CH:4][N:3]=1. (2) The product is: [ClH:48].[ClH:48].[CH3:1][N:2]1[C:10]2[CH:9]=[C:8]([N:11]3[CH:16]=[CH:15][C:14]([C:17]4[CH:22]=[CH:21][C:20]([CH3:23])=[CH:19][N:18]=4)=[CH:13][C:12]3=[O:24])[CH:7]=[CH:6][C:5]=2[C:4]2[CH2:25][NH:26][CH2:27][CH2:28][C:3]1=2. Given the reactants [CH3:1][N:2]1[C:10]2[CH:9]=[C:8]([N:11]3[CH:16]=[CH:15][C:14]([C:17]4[CH:22]=[CH:21][C:20]([CH3:23])=[CH:19][N:18]=4)=[CH:13][C:12]3=[O:24])[CH:7]=[CH:6][C:5]=2[C:4]2[CH2:25][N:26](C(OC(C)(C)C)=O)[CH2:27][CH2:28][C:3]1=2.C1(N)C(F)=C(F)C(F)=C(N)C=1F.[ClH:48].Cl, predict the reaction product. (3) Given the reactants CS(N1C2C(=CC=CC=2)C=C1[CH2:14][O:15][CH:16]1[CH:21]([C:22]2[CH:27]=[CH:26][C:25]([O:28][CH2:29][CH2:30][CH2:31][O:32][CH2:33][C:34]3[CH:39]=[CH:38][CH:37]=[CH:36][C:35]=3[O:40][CH3:41])=[CH:24][CH:23]=2)[CH2:20][CH2:19][N:18](C(OCC2C=CC=CC=2)=O)[CH2:17]1)(=O)=O.[F-].C([N+:57]([CH2:66][CH2:67][CH2:68][CH3:69])([CH2:62][CH2:63][CH2:64][CH3:65])[CH2:58][CH2:59][CH2:60]C)CCC.[O:70]1CCC[CH2:71]1, predict the reaction product. The product is: [CH3:41][O:40][C:35]1[CH:36]=[CH:37][CH:38]=[CH:39][C:34]=1[CH2:33][O:32][CH2:31][CH2:30][CH2:29][O:28][C:25]1[CH:26]=[CH:27][C:22]([CH:21]2[CH2:20][CH2:19][NH:18][CH2:17][CH:16]2[O:15][CH2:14][C:66]2[N:57]([CH2:58][CH2:59][CH2:60][O:70][CH3:71])[C:62]3[C:68]([CH:67]=2)=[CH:69][CH:65]=[CH:64][CH:63]=3)=[CH:23][CH:24]=1. (4) Given the reactants Cl.[CH3:2][O:3][C:4]1[C:12]2[O:11][C:10]([CH3:14])([CH3:13])[CH2:9][C:8]=2[C:7]([C:15]2[C:16]([CH3:28])([CH3:27])[C:17](=[O:26])[N:18]([CH:20]3[CH2:25][CH2:24][NH:23][CH2:22][CH2:21]3)[N:19]=2)=[CH:6][CH:5]=1.[CH3:29][C:30]1[CH:38]=[CH:37][C:36]([CH3:39])=[CH:35][C:31]=1[C:32](O)=[O:33], predict the reaction product. The product is: [CH3:29][C:30]1[CH:38]=[CH:37][C:36]([CH3:39])=[CH:35][C:31]=1[C:32]([N:23]1[CH2:24][CH2:25][CH:20]([N:18]2[C:17](=[O:26])[C:16]([CH3:28])([CH3:27])[C:15]([C:7]3[C:8]4[CH2:9][C:10]([CH3:14])([CH3:13])[O:11][C:12]=4[C:4]([O:3][CH3:2])=[CH:5][CH:6]=3)=[N:19]2)[CH2:21][CH2:22]1)=[O:33]. (5) Given the reactants [F:1][C:2]1[CH:7]=[C:6]([S:8][CH3:9])[CH:5]=[CH:4][C:3]=1[NH:10][C:11]1[C:12]([C:20]([O:22]CC)=O)=[N:13][N:14]([CH3:19])[C:15](=[O:18])[C:16]=1[CH3:17].C([O:27][CH2:28][CH2:29][O:30][NH2:31])=C, predict the reaction product. The product is: [F:1][C:2]1[CH:7]=[C:6]([S:8][CH3:9])[CH:5]=[CH:4][C:3]=1[NH:10][C:11]1[C:12]([C:20]([NH:31][O:30][CH2:29][CH2:28][OH:27])=[O:22])=[N:13][N:14]([CH3:19])[C:15](=[O:18])[C:16]=1[CH3:17]. (6) Given the reactants [CH3:1][N:2]1[C:11]2[C:6](=[CH:7][C:8]([C:12]3[N:17]=[C:16]([C:18]([O:20][C:21]([CH3:24])([CH3:23])[CH3:22])=[O:19])[CH:15]=[CH:14][CH:13]=3)=[CH:9][CH:10]=2)[NH:5][CH2:4][CH2:3]1.[S:25]1[C:29]2[CH:30]=[CH:31][CH:32]=[CH:33][C:28]=2[N:27]=[C:26]1[NH:34][C:35](=O)[O:36]C1C=CC([N+]([O-])=O)=CC=1, predict the reaction product. The product is: [S:25]1[C:29]2[CH:30]=[CH:31][CH:32]=[CH:33][C:28]=2[N:27]=[C:26]1[NH:34][C:35]([N:5]1[C:6]2[C:11](=[CH:10][CH:9]=[C:8]([C:12]3[N:17]=[C:16]([C:18]([O:20][C:21]([CH3:24])([CH3:23])[CH3:22])=[O:19])[CH:15]=[CH:14][CH:13]=3)[CH:7]=2)[N:2]([CH3:1])[CH2:3][CH2:4]1)=[O:36]. (7) Given the reactants [OH:1][C:2]1[CH:7]=[C:6]([CH3:8])[C:5]([C:9](=[O:11])[CH3:10])=[C:4]([CH3:12])[CH:3]=1.Br[C:14]1[CH:19]=[N:18][C:17]([O:20][CH3:21])=[CH:16][N:15]=1.C(=O)([O-])[O-].[K+].[K+].O, predict the reaction product. The product is: [CH3:21][O:20][C:17]1[N:18]=[CH:19][C:14]([O:1][C:2]2[CH:3]=[C:4]([CH3:12])[C:5]([C:9](=[O:11])[CH3:10])=[C:6]([CH3:8])[CH:7]=2)=[N:15][CH:16]=1. (8) Given the reactants [OH:1][C:2]1[CH:14]=[CH:13][C:5]([C:6]([O:8][C:9]([CH3:12])([CH3:11])[CH3:10])=[O:7])=[CH:4][C:3]=1[N+:15]([O-])=O, predict the reaction product. The product is: [OH:1][C:2]1[CH:14]=[CH:13][C:5]([C:6]([O:8][C:9]([CH3:11])([CH3:12])[CH3:10])=[O:7])=[CH:4][C:3]=1[NH2:15]. (9) Given the reactants [CH3:1][N:2]([CH3:32])[C:3]1[C:27]([C:28]([F:31])([F:30])[F:29])=[CH:26][C:6]2[NH:7][C:8](=[O:25])[CH2:9][C:10]([C:12]3[CH:17]=[CH:16][CH:15]=[C:14]([C:18]4[O:22][N:21]=[C:20]([CH2:23]O)[CH:19]=4)[CH:13]=3)=[N:11][C:5]=2[CH:4]=1.O=S(Cl)Cl.[NH:37]([CH3:39])[CH3:38], predict the reaction product. The product is: [CH3:1][N:2]([CH3:32])[C:3]1[C:27]([C:28]([F:31])([F:29])[F:30])=[CH:26][C:6]2[NH:7][C:8](=[O:25])[CH2:9][C:10]([C:12]3[CH:17]=[CH:16][CH:15]=[C:14]([C:18]4[O:22][N:21]=[C:20]([CH2:23][N:37]([CH3:39])[CH3:38])[CH:19]=4)[CH:13]=3)=[N:11][C:5]=2[CH:4]=1. (10) Given the reactants C([O:8][N:9]1[C:14]2[N:15]=[CH:16][N:17]=[CH:18][C:13]=2[C:12]([OH:19])=[C:11]([C:20]([O:22][CH2:23][CH3:24])=[O:21])[C:10]1=[O:25])C1C=CC=CC=1.CO.[H][H], predict the reaction product. The product is: [OH:19][C:12]1[C:13]2[CH:18]=[N:17][CH:16]=[N:15][C:14]=2[N:9]([OH:8])[C:10](=[O:25])[C:11]=1[C:20]([O:22][CH2:23][CH3:24])=[O:21].